From a dataset of Reaction yield outcomes from USPTO patents with 853,638 reactions. Predict the reaction yield, written as a fraction of the theoretical maximum amount of product (1.0 means a 100% yield; for example, 0.34 means a 34% yield). The reactants are [CH2:1]([C:5]1[N:10]=[C:9]([CH3:11])[N:8]([CH2:12][CH:13]([OH:20])[C:14]2[CH:19]=[CH:18][CH:17]=[CH:16][CH:15]=2)[C:7](=[O:21])[C:6]=1[CH2:22][C:23]1[CH:28]=[CH:27][C:26]([C:29]2[CH:34]=[CH:33][CH:32]=[CH:31][C:30]=2[C:35]2[NH:39][C:38](=[O:40])[O:37][N:36]=2)=[CH:25][CH:24]=1)[CH2:2][CH2:3][CH3:4].CC(OI1(OC(C)=O)(OC(C)=O)OC(=O)C2C1=CC=CC=2)=O.C(=O)([O-])O.[Na+].S([O-])([O-])(=O)=S.[Na+].[Na+]. The catalyst is C(Cl)Cl. The product is [CH2:1]([C:5]1[N:10]=[C:9]([CH3:11])[N:8]([CH2:12][C:13](=[O:20])[C:14]2[CH:15]=[CH:16][CH:17]=[CH:18][CH:19]=2)[C:7](=[O:21])[C:6]=1[CH2:22][C:23]1[CH:24]=[CH:25][C:26]([C:29]2[CH:34]=[CH:33][CH:32]=[CH:31][C:30]=2[C:35]2[NH:39][C:38](=[O:40])[O:37][N:36]=2)=[CH:27][CH:28]=1)[CH2:2][CH2:3][CH3:4]. The yield is 0.780.